Dataset: Peptide-MHC class II binding affinity with 134,281 pairs from IEDB. Task: Regression. Given a peptide amino acid sequence and an MHC pseudo amino acid sequence, predict their binding affinity value. This is MHC class II binding data. The peptide sequence is TPGLFIQNTSPVDLC. The MHC is DRB1_1302 with pseudo-sequence DRB1_1302. The binding affinity (normalized) is 0.876.